Dataset: Reaction yield outcomes from USPTO patents with 853,638 reactions. Task: Predict the reaction yield, written as a fraction of the theoretical maximum amount of product (1.0 means a 100% yield; for example, 0.34 means a 34% yield). (1) The reactants are [F:1][C:2]([C:4]1[CH:9]=[CH:8][CH:7]=[CH:6][CH:5]=1)=[CH2:3].[N+](=[CH:12][C:13]([O:15][CH2:16][CH3:17])=[O:14])=[N-]. The catalyst is C(Cl)Cl.C1(NN)C=CC=CC=1.C/C(/O)=C/C(C)=O.C/C(/O)=C/C(C)=O.[Cu]. The product is [F:1][C:2]1([C:4]2[CH:9]=[CH:8][CH:7]=[CH:6][CH:5]=2)[CH2:3][CH:12]1[C:13]([O:15][CH2:16][CH3:17])=[O:14]. The yield is 0.0560. (2) The yield is 0.640. No catalyst specified. The product is [Br:1][C:2]1[CH:8]=[CH:7][C:5]([NH:6][CH3:16])=[CH:4][C:3]=1[CH3:9]. The reactants are [Br:1][C:2]1[CH:8]=[CH:7][C:5]([NH2:6])=[CH:4][C:3]=1[CH3:9].[H-].[Al+3].[Li+].[H-].[H-].[H-].[CH:16](O)=O. (3) The reactants are [N+:1]([C:4]1[CH:12]=[C:11]2[C:7]([CH:8]=[C:9]([C:13]#[N:14])[NH:10]2)=[CH:6][CH:5]=1)([O-])=O. The catalyst is [Ni].CCO. The product is [NH2:1][C:4]1[CH:12]=[C:11]2[C:7]([CH:8]=[C:9]([C:13]#[N:14])[NH:10]2)=[CH:6][CH:5]=1. The yield is 0.490. (4) The reactants are [C:1]([O:5][C:6]([N:8]1[CH2:13][CH2:12][C:11]([NH2:16])([C:14]#[N:15])[CH2:10][CH2:9]1)=[O:7])([CH3:4])([CH3:3])[CH3:2].F[P-](F)(F)(F)(F)F.N1(O[P+](N(C)C)(N(C)C)N(C)C)C2C=CC=CC=2N=N1.[Cl:44][C:45]1[CH:53]=[CH:52][C:48]([C:49](O)=[O:50])=[CH:47][N:46]=1. The catalyst is C1COCC1.C(N(C(C)C)C(C)C)C. The product is [C:1]([O:5][C:6]([N:8]1[CH2:9][CH2:10][C:11]([NH:16][C:49]([C:48]2[CH:47]=[N:46][C:45]([Cl:44])=[CH:53][CH:52]=2)=[O:50])([C:14]#[N:15])[CH2:12][CH2:13]1)=[O:7])([CH3:4])([CH3:2])[CH3:3]. The yield is 0.740. (5) The reactants are [Cl:1][C:2]1[CH:7]=[CH:6][C:5](C=CC=O)=[CH:4][CH:3]=1.[C:12]([NH:15][CH:16]([C:22](OCC)=O)C(OCC)=O)(=O)[CH3:13].[O-]CC.[Na+].ON1CCCC1.C([SiH](CC)CC)C.FC(F)(F)C(O)=O. The catalyst is C(O)C.C(Cl)(Cl)Cl. The product is [Cl:1][C:2]1[CH:3]=[CH:4][C:5]([N:15]2[CH2:16][CH2:22][CH2:13][CH2:12]2)=[CH:6][CH:7]=1. The yield is 0.860. (6) The reactants are [H-].[H-].[H-].[H-].[Li+].[Al+3].[N+:7]([C:10]1[CH:11]=[C:12]2[C:16](=[CH:17][CH:18]=1)[NH:15][C:14]([CH:19]([CH3:25])[C:20](OCC)=[O:21])=[CH:13]2)([O-:9])=[O:8].O.[OH-].[Na+]. The catalyst is C1COCC1. The product is [N+:7]([C:10]1[CH:11]=[C:12]2[C:16](=[CH:17][CH:18]=1)[NH:15][C:14]([CH:19]([CH3:25])[CH2:20][OH:21])=[CH:13]2)([O-:9])=[O:8]. The yield is 0.810. (7) The reactants are Cl.O1CCOCC1.[NH2:8][C:9]1[N:10]=[CH:11][C:12]([C:26]2[CH2:27][CH2:28][N:29](C(OC(C)(C)C)=O)[CH2:30][CH:31]=2)=[N:13][C:14]=1[C:15]1[N:19]=[C:18]([C:20]2[CH:25]=[CH:24][CH:23]=[CH:22][CH:21]=2)[O:17][N:16]=1. The catalyst is CO. The product is [C:20]1([C:18]2[O:17][N:16]=[C:15]([C:14]3[C:9]([NH2:8])=[N:10][CH:11]=[C:12]([C:26]4[CH2:27][CH2:28][NH:29][CH2:30][CH:31]=4)[N:13]=3)[N:19]=2)[CH:21]=[CH:22][CH:23]=[CH:24][CH:25]=1. The yield is 0.990.